From a dataset of Peptide-MHC class I binding affinity with 185,985 pairs from IEDB/IMGT. Regression. Given a peptide amino acid sequence and an MHC pseudo amino acid sequence, predict their binding affinity value. This is MHC class I binding data. (1) The MHC is HLA-A11:01 with pseudo-sequence HLA-A11:01. The peptide sequence is WVFGSTMNNK. The binding affinity (normalized) is 0.507. (2) The peptide sequence is GLLDSIKMI. The MHC is HLA-A68:02 with pseudo-sequence HLA-A68:02. The binding affinity (normalized) is 0. (3) The peptide sequence is CTDPPLLSV. The MHC is HLA-A11:01 with pseudo-sequence HLA-A11:01. The binding affinity (normalized) is 0.0847. (4) The binding affinity (normalized) is 0.0847. The MHC is HLA-A23:01 with pseudo-sequence HLA-A23:01. The peptide sequence is LMRTNFLIK. (5) The peptide sequence is GFNTLKPIFK. The MHC is HLA-A31:01 with pseudo-sequence HLA-A31:01. The binding affinity (normalized) is 0.305. (6) The peptide sequence is AENHHHATML. The MHC is HLA-B40:01 with pseudo-sequence HLA-B40:01. The binding affinity (normalized) is 0.659. (7) The peptide sequence is EETLLTTWL. The MHC is HLA-A69:01 with pseudo-sequence HLA-A69:01. The binding affinity (normalized) is 0.0847. (8) The binding affinity (normalized) is 0.194. The MHC is HLA-B27:05 with pseudo-sequence HLA-B27:05. The peptide sequence is YRQQNPIPVGN.